Dataset: NCI-60 drug combinations with 297,098 pairs across 59 cell lines. Task: Regression. Given two drug SMILES strings and cell line genomic features, predict the synergy score measuring deviation from expected non-interaction effect. (1) Drug 1: CC1=C(C=C(C=C1)NC(=O)C2=CC=C(C=C2)CN3CCN(CC3)C)NC4=NC=CC(=N4)C5=CN=CC=C5. Drug 2: CCC1(CC2CC(C3=C(CCN(C2)C1)C4=CC=CC=C4N3)(C5=C(C=C6C(=C5)C78CCN9C7C(C=CC9)(C(C(C8N6C)(C(=O)OC)O)OC(=O)C)CC)OC)C(=O)OC)O.OS(=O)(=O)O. Cell line: NCI-H460. Synergy scores: CSS=-3.91, Synergy_ZIP=-0.0242, Synergy_Bliss=-2.19, Synergy_Loewe=-4.04, Synergy_HSA=-3.65. (2) Drug 1: CC1C(C(=O)NC(C(=O)N2CCCC2C(=O)N(CC(=O)N(C(C(=O)O1)C(C)C)C)C)C(C)C)NC(=O)C3=C4C(=C(C=C3)C)OC5=C(C(=O)C(=C(C5=N4)C(=O)NC6C(OC(=O)C(N(C(=O)CN(C(=O)C7CCCN7C(=O)C(NC6=O)C(C)C)C)C)C(C)C)C)N)C. Drug 2: CC1=C(C(=O)C2=C(C1=O)N3CC4C(C3(C2COC(=O)N)OC)N4)N. Cell line: SNB-75. Synergy scores: CSS=12.9, Synergy_ZIP=-8.97, Synergy_Bliss=-4.86, Synergy_Loewe=-5.54, Synergy_HSA=-3.55. (3) Drug 1: C1C(C(OC1N2C=NC3=C(N=C(N=C32)Cl)N)CO)O. Drug 2: CC1=C(C(CCC1)(C)C)C=CC(=CC=CC(=CC(=O)O)C)C. Cell line: BT-549. Synergy scores: CSS=30.6, Synergy_ZIP=1.21, Synergy_Bliss=-0.956, Synergy_Loewe=-24.3, Synergy_HSA=-3.43. (4) Drug 1: CS(=O)(=O)OCCCCOS(=O)(=O)C. Drug 2: CN(C(=O)NC(C=O)C(C(C(CO)O)O)O)N=O. Cell line: MDA-MB-231. Synergy scores: CSS=11.5, Synergy_ZIP=-1.88, Synergy_Bliss=1.57, Synergy_Loewe=3.01, Synergy_HSA=3.24. (5) Drug 1: CC1=C(C=C(C=C1)NC2=NC=CC(=N2)N(C)C3=CC4=NN(C(=C4C=C3)C)C)S(=O)(=O)N.Cl. Drug 2: C1C(C(OC1N2C=C(C(=O)NC2=O)F)CO)O. Cell line: ACHN. Synergy scores: CSS=14.2, Synergy_ZIP=-15.3, Synergy_Bliss=-15.3, Synergy_Loewe=-12.3, Synergy_HSA=-11.1.